Dataset: Full USPTO retrosynthesis dataset with 1.9M reactions from patents (1976-2016). Task: Predict the reactants needed to synthesize the given product. Given the product [CH:1]1([N:7]2[CH2:13][C:12]([F:15])([F:14])[C:11](=[O:16])[N:10]([CH3:17])[C:9]3[CH:18]=[N:19][C:20]([NH:22][C:23]4[CH:31]=[CH:30][C:26]([C:27]([NH:49][C@@H:44]5[CH2:45][CH2:46][N:48]([CH3:47])[CH2:43]5)=[O:29])=[CH:25][C:24]=4[O:32][CH3:33])=[N:21][C:8]2=3)[CH2:2][CH2:3][CH2:4][CH2:5][CH2:6]1, predict the reactants needed to synthesize it. The reactants are: [CH:1]1([N:7]2[CH2:13][C:12]([F:15])([F:14])[C:11](=[O:16])[N:10]([CH3:17])[C:9]3[CH:18]=[N:19][C:20]([NH:22][C:23]4[CH:31]=[CH:30][C:26]([C:27]([OH:29])=O)=[CH:25][C:24]=4[O:32][CH3:33])=[N:21][C:8]2=3)[CH2:6][CH2:5][CH2:4][CH2:3][CH2:2]1.CN(C(ON1N=[N:49][C:44]2[CH:45]=[CH:46][CH:47]=[N:48][C:43]1=2)=[N+](C)C)C.F[P-](F)(F)(F)(F)F.Cl.Cl.CN1CC[C@@H](N)C1.